Predict the reaction yield, written as a fraction of the theoretical maximum amount of product (1.0 means a 100% yield; for example, 0.34 means a 34% yield). From a dataset of Reaction yield outcomes from USPTO patents with 853,638 reactions. (1) The reactants are [CH3:1][O:2][C:3]1[CH:8]=[C:7]([C:9]2[N:13]([CH3:14])[C:12](SC)=[N:11][N:10]=2)[CH:6]=[CH:5][N:4]=1.O[O:18][S:19]([O-:21])=O.[K+].S([O-])(O[O-])(=O)=O.[K+].[K+].[CH3:31]O. The catalyst is O. The product is [CH3:31][S:19]([C:12]1[N:13]([CH3:14])[C:9]([C:7]2[CH:6]=[CH:5][N:4]=[C:3]([O:2][CH3:1])[CH:8]=2)=[N:10][N:11]=1)(=[O:21])=[O:18]. The yield is 0.930. (2) The catalyst is C1C=CC(P(C2C=CC=CC=2)[C-]2C=CC=C2)=CC=1.C1C=CC(P(C2C=CC=CC=2)[C-]2C=CC=C2)=CC=1.Cl[Pd]Cl.[Fe+2].CN(C=O)C. The reactants are [NH2:1][C:2]1[CH:7]=[C:6](Cl)[CH:5]=[CH:4][N:3]=1.[C:9]1(B2OC(C)(C)C(C)(C)O2)[CH2:13][CH2:12][CH2:11][CH:10]=1.C(=O)([O-])[O-].[K+].[K+]. The yield is 0.410. The product is [C:9]1([C:6]2[CH:5]=[CH:4][N:3]=[C:2]([NH2:1])[CH:7]=2)[CH2:13][CH2:12][CH2:11][CH:10]=1. (3) The reactants are [I:1][C:2]1[CH:10]=[CH:9][C:8]2[NH:7][C:6]3[CH2:11][CH2:12][N:13]([CH3:15])[CH2:14][C:5]=3[C:4]=2[CH:3]=1.[OH-].[K+].[CH3:18][C:19]1[CH:24]=[CH:23][C:22]([CH:25]=[CH2:26])=[CH:21][N:20]=1. The product is [I:1][C:2]1[CH:10]=[CH:9][C:8]2[N:7]([CH2:26][CH2:25][C:22]3[CH:21]=[N:20][C:19]([CH3:18])=[CH:24][CH:23]=3)[C:6]3[CH2:11][CH2:12][N:13]([CH3:15])[CH2:14][C:5]=3[C:4]=2[CH:3]=1. The yield is 0.152. The catalyst is CN1CCCC1=O.O. (4) The reactants are I[C:2]1[CH:3]=[C:4]([N:8]2[C:16]3[C:11](=[CH:12][CH:13]=[CH:14][CH:15]=3)[C:10]([C:17]([NH2:19])=[O:18])=[N:9]2)[CH:5]=[CH:6][CH:7]=1.[S:20]1[CH:24]=[CH:23][N:22]=[C:21]1[C@:25]([OH:29])([C:27]#[CH:28])[CH3:26]. No catalyst specified. The product is [OH:29][C@:25]([C:21]1[S:20][CH:24]=[CH:23][N:22]=1)([CH3:26])[C:27]#[C:28][C:2]1[CH:3]=[C:4]([N:8]2[C:16]3[C:11](=[CH:12][CH:13]=[CH:14][CH:15]=3)[C:10]([C:17]([NH2:19])=[O:18])=[N:9]2)[CH:5]=[CH:6][CH:7]=1. The yield is 0.460. (5) The reactants are [NH2:1][C:2]1[NH:6][N:5]=[C:4]([CH3:7])[C:3]=1[C:8]1[S:9][C:10]2[CH:16]=[C:15]([S:17](Cl)(=[O:19])=[O:18])[CH:14]=[CH:13][C:11]=2[N:12]=1.[CH3:21][O:22][CH2:23][CH2:24][NH2:25].CN1CCOCC1. The catalyst is CO. The product is [CH3:21][O:22][CH2:23][CH2:24][NH:25][S:17]([C:15]1[CH:14]=[CH:13][C:11]2[N:12]=[C:8]([C:3]3[C:4]([CH3:7])=[N:5][NH:6][C:2]=3[NH2:1])[S:9][C:10]=2[CH:16]=1)(=[O:19])=[O:18]. The yield is 0.460. (6) The reactants are OS(O)(=O)=O.CCCC[N+](CCCC)(CCCC)CCCC.[F-:23].[Br:24][C:25]1[CH:26]=[C:27]([N+]([O-])=O)[C:28]([C:31]#[N:32])=[N:29][CH:30]=1. The catalyst is CN(C=O)C. The product is [Br:24][C:25]1[CH:26]=[C:27]([F:23])[C:28]([C:31]#[N:32])=[N:29][CH:30]=1. The yield is 0.590. (7) The reactants are [N:1]12[CH2:8][CH2:7][C:4]([C:9]([C:17]3[CH:22]=[CH:21][CH:20]=[CH:19][CH:18]=3)([C:11]3[CH:16]=[CH:15][CH:14]=[CH:13][CH:12]=3)[OH:10])([CH2:5][CH2:6]1)[CH2:3][CH2:2]2.[Br:23][CH2:24][CH2:25][CH2:26][O:27][C:28]1[CH:29]=[C:30]([C:34]2[CH:39]=[CH:38][CH:37]=[CH:36][CH:35]=2)[CH:31]=[CH:32][CH:33]=1. The catalyst is CC#N. The product is [Br-:23].[C:30]1([C:34]2[CH:39]=[CH:38][CH:37]=[CH:36][CH:35]=2)[CH:31]=[CH:32][CH:33]=[C:28]([O:27][CH2:26][CH2:25][CH2:24][N+:1]23[CH2:6][CH2:5][C:4]([C:9]([OH:10])([C:17]4[CH:22]=[CH:21][CH:20]=[CH:19][CH:18]=4)[C:11]4[CH:12]=[CH:13][CH:14]=[CH:15][CH:16]=4)([CH2:3][CH2:2]2)[CH2:7][CH2:8]3)[CH:29]=1. The yield is 0.706. (8) The reactants are [NH2:1][C:2]1[CH:15]=[CH:14][CH:13]=[CH:12][C:3]=1C(C1C=CC=CN=1)=O.[F:16][C:17]([F:28])([F:27])[C:18](O[C:18](=[O:19])[C:17]([F:28])([F:27])[F:16])=[O:19]. The catalyst is C(Cl)(Cl)Cl. The product is [F:16][C:17]([F:28])([F:27])[C:18]([NH:1][C:2]1[CH:3]=[CH:12][CH:13]=[CH:14][CH:15]=1)=[O:19]. The yield is 0.990. (9) The reactants are [CH3:1][O:2][C:3]1[CH:4]=[C:5]2[C:10](=[CH:11][C:12]=1[O:13][CH3:14])[N:9]=[CH:8][CH:7]=[C:6]2[O:15][C:16]1[CH:21]=[CH:20][C:19]([NH:22][C:23](=O)[CH2:24][O:25][C:26]2[CH:31]=[CH:30][C:29]([CH2:32][CH3:33])=[CH:28][CH:27]=2)=[CH:18][CH:17]=1.Cl.[OH-].[Na+]. The catalyst is O1CCCC1. The product is [CH3:1][O:2][C:3]1[CH:4]=[C:5]2[C:10](=[CH:11][C:12]=1[O:13][CH3:14])[N:9]=[CH:8][CH:7]=[C:6]2[O:15][C:16]1[CH:17]=[CH:18][C:19]([NH:22][CH2:23][CH2:24][O:25][C:26]2[CH:27]=[CH:28][C:29]([CH2:32][CH3:33])=[CH:30][CH:31]=2)=[CH:20][CH:21]=1. The yield is 0.800.